Dataset: Reaction yield outcomes from USPTO patents with 853,638 reactions. Task: Predict the reaction yield, written as a fraction of the theoretical maximum amount of product (1.0 means a 100% yield; for example, 0.34 means a 34% yield). (1) The reactants are CS(C)=O.C(Cl)(=O)C(Cl)=O.[CH3:11][C:12]([CH3:23])([CH2:15][O:16][CH:17]1[CH2:22][CH2:21][CH2:20][CH2:19][O:18]1)[CH2:13][OH:14].C(N(CC)CC)C.[NH4+].[Cl-]. The catalyst is ClCCl. The product is [CH3:11][C:12]([CH3:23])([CH2:15][O:16][CH:17]1[CH2:22][CH2:21][CH2:20][CH2:19][O:18]1)[CH:13]=[O:14]. The yield is 0.970. (2) The yield is 0.720. The catalyst is C(#N)C. The reactants are [C:1](=[O:18])([O:10][N:11]1[C:15](=[O:16])[CH2:14][CH2:13][C:12]1=[O:17])ON1C(=O)CCC1=O.[C:19]([NH:29][CH:30]([CH2:34][CH2:35][CH2:36][CH3:37])C(O)=O)(=[O:28])[CH2:20][CH2:21][C:22]1[CH:27]=[CH:26][CH:25]=[CH:24][CH:23]=1.N1C=CC=CC=1.C(OCC)(=O)C. The product is [CH2:13]1[C:12](=[O:17])[N:11]([O:10][C:1]([CH2:37][CH2:36][CH2:35][CH2:34][CH2:30][NH:29][C:19]([CH2:20][CH2:21][C:22]2[CH:27]=[CH:26][CH:25]=[CH:24][CH:23]=2)=[O:28])=[O:18])[C:15](=[O:16])[CH2:14]1.